Dataset: Reaction yield outcomes from USPTO patents with 853,638 reactions. Task: Predict the reaction yield, written as a fraction of the theoretical maximum amount of product (1.0 means a 100% yield; for example, 0.34 means a 34% yield). The reactants are [O:1]1CCO[CH:2]1[C:6]1[CH:21]=[CH:20][C:9]([O:10][C:11]2[CH:12]=[CH:13][C:14]([C:17]([NH2:19])=[O:18])=[N:15][CH:16]=2)=[C:8]([F:22])[CH:7]=1. The catalyst is C(O)=O.O. The product is [F:22][C:8]1[CH:7]=[C:6]([CH:2]=[O:1])[CH:21]=[CH:20][C:9]=1[O:10][C:11]1[CH:12]=[CH:13][C:14]([C:17]([NH2:19])=[O:18])=[N:15][CH:16]=1. The yield is 0.996.